Predict the product of the given reaction. From a dataset of Forward reaction prediction with 1.9M reactions from USPTO patents (1976-2016). (1) Given the reactants C([Li])CCC.Br[C:7]1[CH:12]=[CH:11][C:10]([O:13][C:14]([F:17])([F:16])[F:15])=[C:9]([CH3:18])[CH:8]=1.C[O:20][B:21](C)[O:22]C.Cl, predict the reaction product. The product is: [CH3:18][C:9]1[CH:8]=[C:7]([B:21]([OH:22])[OH:20])[CH:12]=[CH:11][C:10]=1[O:13][C:14]([F:17])([F:16])[F:15]. (2) Given the reactants O[C:2]1[C:3]2[S:15][CH:14]=[CH:13][C:4]=2[N:5]=[C:6]([C:8]([O:10][CH2:11][CH3:12])=[O:9])[N:7]=1.P(Cl)(Cl)([Cl:18])=O, predict the reaction product. The product is: [Cl:18][C:2]1[C:3]2[S:15][CH:14]=[CH:13][C:4]=2[N:5]=[C:6]([C:8]([O:10][CH2:11][CH3:12])=[O:9])[N:7]=1. (3) Given the reactants Br[C:2]1[CH:7]=[CH:6][C:5](O)=[C:4]([CH:9]([O:12]C)OC)[CH:3]=1.CC[O:16]CC.[B:19]([O:24]C)(OC)[O:20]C, predict the reaction product. The product is: [CH:9]([C:4]1[CH:3]=[C:2]([B:19]([OH:24])[O:20][OH:16])[CH:7]=[CH:6][CH:5]=1)=[O:12]. (4) Given the reactants Cl[C:2]1[C:7]([C:8]([O:10][CH2:11][CH3:12])=[O:9])=[CH:6][N:5]=[C:4]([Cl:13])[CH:3]=1.[CH3:14][CH:15]([NH2:17])[CH3:16].CCN(C(C)C)C(C)C, predict the reaction product. The product is: [Cl:13][C:4]1[CH:3]=[C:2]([NH:17][CH:15]([CH3:16])[CH3:14])[C:7]([C:8]([O:10][CH2:11][CH3:12])=[O:9])=[CH:6][N:5]=1. (5) Given the reactants B.[Na].[C:3]([C:6]1[S:10][C:9]2[C:11]3[C:16]([CH2:17][CH2:18][C:8]=2[CH:7]=1)=[C:15]([CH3:19])[CH:14]=[C:13]([CH3:20])[CH:12]=3)(=O)[CH3:4].[Cl-].[NH4+].C([OH:25])C, predict the reaction product. The product is: [OH:25][CH2:4][CH2:3][C:6]1[S:10][C:9]2[C:11]3[C:16]([CH2:17][CH2:18][C:8]=2[CH:7]=1)=[C:15]([CH3:19])[CH:14]=[C:13]([CH3:20])[CH:12]=3. (6) Given the reactants Br[C:2]1[C:3]([CH3:36])=[C:4]([NH:8][C:9]([C:11]2[C:19]3[N:18]=[C:17]([CH2:20][O:21][CH3:22])[NH:16][C:15]=3[CH:14]=[C:13]([NH:23][C:24]([C:26]3[CH:31]=[CH:30][CH:29]=[CH:28][C:27]=3[C:32]([F:35])([F:34])[F:33])=[O:25])[CH:12]=2)=[O:10])[CH:5]=[CH:6][CH:7]=1.[CH3:37][N:38](C=O)C, predict the reaction product. The product is: [C:37]([C:2]1[C:3]([CH3:36])=[C:4]([NH:8][C:9]([C:11]2[C:19]3[N:18]=[C:17]([CH2:20][O:21][CH3:22])[NH:16][C:15]=3[CH:14]=[C:13]([NH:23][C:24]([C:26]3[CH:31]=[CH:30][CH:29]=[CH:28][C:27]=3[C:32]([F:34])([F:33])[F:35])=[O:25])[CH:12]=2)=[O:10])[CH:5]=[CH:6][CH:7]=1)#[N:38]. (7) The product is: [CH2:1]([CH:3]1[CH2:18][C:7]2[S:8][C:9]([NH:17][C:28]([C:19]3[CH2:24][CH2:23][CH2:22][CH2:21][C:20]=3[C:25]([OH:27])=[O:26])=[O:29])=[C:10]([C:11]3[S:12][CH:13]=[C:14]([CH3:16])[N:15]=3)[C:6]=2[CH2:5][CH2:4]1)[CH3:2]. Given the reactants [CH2:1]([CH:3]1[CH2:18][C:7]2[S:8][C:9]([NH2:17])=[C:10]([C:11]3[S:12][CH:13]=[C:14]([CH3:16])[N:15]=3)[C:6]=2[CH2:5][CH2:4]1)[CH3:2].[C:19]12[C:28](=[O:29])[O:27][C:25](=[O:26])[C:20]=1[CH2:21][CH2:22][CH2:23][CH2:24]2, predict the reaction product.